The task is: Regression. Given two drug SMILES strings and cell line genomic features, predict the synergy score measuring deviation from expected non-interaction effect.. This data is from NCI-60 drug combinations with 297,098 pairs across 59 cell lines. (1) Drug 1: CNC(=O)C1=NC=CC(=C1)OC2=CC=C(C=C2)NC(=O)NC3=CC(=C(C=C3)Cl)C(F)(F)F. Drug 2: C1C(C(OC1N2C=NC(=NC2=O)N)CO)O. Cell line: BT-549. Synergy scores: CSS=19.4, Synergy_ZIP=2.28, Synergy_Bliss=3.67, Synergy_Loewe=-13.1, Synergy_HSA=5.73. (2) Drug 1: C1CCC(C1)C(CC#N)N2C=C(C=N2)C3=C4C=CNC4=NC=N3. Drug 2: CS(=O)(=O)C1=CC(=C(C=C1)C(=O)NC2=CC(=C(C=C2)Cl)C3=CC=CC=N3)Cl. Cell line: SNB-75. Synergy scores: CSS=-5.22, Synergy_ZIP=2.71, Synergy_Bliss=-0.453, Synergy_Loewe=-4.74, Synergy_HSA=-4.52.